From a dataset of Catalyst prediction with 721,799 reactions and 888 catalyst types from USPTO. Predict which catalyst facilitates the given reaction. (1) Reactant: [Cl:1][C:2]1[CH:7]=[C:6]2[NH:8][C:9](=[O:36])[C:10]3([CH:15]([C:16]4[CH:21]=[CH:20][CH:19]=[C:18]([Cl:22])[CH:17]=4)[CH2:14][C:13](=[O:23])[N:12]([CH2:24][CH2:25][CH2:26]Cl)[CH:11]3[C:28]3[CH:33]=[C:32]([F:34])[CH:31]=[CH:30][C:29]=3[CH3:35])[C:5]2=[CH:4][CH:3]=1.[CH3:37]OC([Si](C)(C)C)C.[NH:45]1[CH2:50][CH2:49][S:48](=[O:52])(=[O:51])[CH2:47][CH2:46]1. Product: [CH3:25][CH2:24][N:12]([CH:11]([CH3:10])[CH3:28])[CH:13]([CH3:14])[CH3:37].[Cl:1][C:2]1[CH:7]=[C:6]2[NH:8][C:9](=[O:36])[C:10]3([CH:15]([C:16]4[CH:21]=[CH:20][CH:19]=[C:18]([Cl:22])[CH:17]=4)[CH2:14][C:13](=[O:23])[N:12]([CH2:24][CH2:25][CH2:26][N:45]4[CH2:50][CH2:49][S:48](=[O:52])(=[O:51])[CH2:47][CH2:46]4)[CH:11]3[C:28]3[CH:33]=[C:32]([F:34])[CH:31]=[CH:30][C:29]=3[CH3:35])[C:5]2=[CH:4][CH:3]=1. The catalyst class is: 55. (2) Reactant: [C:1]([C:5]1[CH:12]=[CH:11][CH:10]=[C:7]([CH:8]=O)[C:6]=1[OH:13])([CH3:4])([CH3:3])[CH3:2].[I:14][C:15]1[CH:21]=[CH:20][C:18]([NH2:19])=[CH:17][CH:16]=1.C1(C)C=CC(S(O)(=O)=O)=CC=1.C(=O)([O-])O.[Na+]. Product: [C:1]([C:5]1[CH:12]=[CH:11][CH:10]=[C:7]([CH:8]=[N:19][C:18]2[CH:20]=[CH:21][C:15]([I:14])=[CH:16][CH:17]=2)[C:6]=1[OH:13])([CH3:4])([CH3:3])[CH3:2]. The catalyst class is: 11. (3) Reactant: Cl[C:2]1[N:7]=[CH:6][C:5]([CH:8]([N:10]([CH:22]2[CH2:24][CH2:23]2)[C:11]([C:13]2[C:14]([CH:19]([F:21])[F:20])=[N:15][N:16]([CH3:18])[CH:17]=2)=[O:12])[CH3:9])=[CH:4][CH:3]=1.[F:25][C:26]([F:33])([F:32])[C:27]1[CH:31]=[CH:30][NH:29][N:28]=1.CN(C)[C@@H]1CCCC[C@H]1N.C(=O)([O-])[O-].[K+].[K+]. Product: [CH:22]1([N:10]([CH:8]([C:5]2[CH:6]=[N:7][C:2]([N:29]3[CH:30]=[CH:31][C:27]([C:26]([F:33])([F:32])[F:25])=[N:28]3)=[CH:3][CH:4]=2)[CH3:9])[C:11]([C:13]2[C:14]([CH:19]([F:21])[F:20])=[N:15][N:16]([CH3:18])[CH:17]=2)=[O:12])[CH2:24][CH2:23]1. The catalyst class is: 205. (4) Product: [CH2:1]([O:8][C:9]([N:11]1[C:15]2([CH2:20][CH2:19][O:18][CH2:17][CH2:16]2)[O:14][CH2:13][C@H:12]1[C:21]1[NH:22][CH:23]=[C:24]([C:26]2[CH:31]=[CH:30][C:29]([Br:32])=[CH:28][CH:27]=2)[N:38]=1)=[O:10])[C:2]1[CH:3]=[CH:4][CH:5]=[CH:6][CH:7]=1. The catalyst class is: 13. Reactant: [CH2:1]([O:8][C:9]([N:11]1[C:15]2([CH2:20][CH2:19][O:18][CH2:17][CH2:16]2)[O:14][CH2:13][C@H:12]1[C:21](=O)[NH:22][CH2:23][C:24]([C:26]1[CH:31]=[CH:30][C:29]([Br:32])=[CH:28][CH:27]=1)=O)=[O:10])[C:2]1[CH:7]=[CH:6][CH:5]=[CH:4][CH:3]=1.C([O-])(=O)C.[NH4+:38]. (5) Reactant: [F:1][C:2]1[CH:10]=[C:9]2[C:5]([C:6]([C:12]3[N:13]=[C:14]4[C:20]([C:21](O)=[O:22])=[CH:19][N:18]([CH2:24][O:25][CH2:26][CH2:27][Si:28]([CH3:31])([CH3:30])[CH3:29])[C:15]4=[N:16][CH:17]=3)=[N:7][N:8]2[CH3:11])=[CH:4][CH:3]=1.[NH2:32][C@@H:33]([CH2:36][CH:37]([CH3:39])[CH3:38])[CH2:34][OH:35].CN(C(ON1N=NC2C=CC=NC1=2)=[N+](C)C)C.F[P-](F)(F)(F)(F)F.C(N(CC)C(C)C)(C)C. Product: [OH:35][CH2:34][C@@H:33]([NH:32][C:21]([C:20]1[C:14]2[C:15](=[N:16][CH:17]=[C:12]([C:6]3[C:5]4[C:9](=[CH:10][C:2]([F:1])=[CH:3][CH:4]=4)[N:8]([CH3:11])[N:7]=3)[N:13]=2)[N:18]([CH2:24][O:25][CH2:26][CH2:27][Si:28]([CH3:29])([CH3:31])[CH3:30])[CH:19]=1)=[O:22])[CH2:36][CH:37]([CH3:39])[CH3:38]. The catalyst class is: 10. (6) Reactant: [OH:1][C:2]1[CH:3]=[C:4]2[C:8](=[CH:9][CH:10]=1)[NH:7][N:6]=[CH:5]2.[F:11][C:12]1[CH:13]=[C:14]([N+:19]([O-:21])=[O:20])[CH:15]=[CH:16][C:17]=1F.C(=O)([O-])[O-].[K+].[K+]. Product: [F:11][C:12]1[CH:13]=[C:14]([N+:19]([O-:21])=[O:20])[CH:15]=[CH:16][C:17]=1[O:1][C:2]1[CH:3]=[C:4]2[C:8](=[CH:9][CH:10]=1)[NH:7][N:6]=[CH:5]2. The catalyst class is: 3. (7) Reactant: [C:1]([CH:9]=[CH:10][C:11]([O:13]CC)=[O:12])(=O)[C:2]1[CH:7]=[CH:6][CH:5]=[CH:4][CH:3]=1.[NH2:16][C@H:17]1[CH2:23][CH2:22][C:21]2[CH:24]=[CH:25][CH:26]=[CH:27][C:20]=2[N:19]([CH2:28][C:29]([O:31][C:32]([CH3:35])([CH3:34])[CH3:33])=[O:30])[C:18]1=[O:36].C([O-])=O.[NH4+]. Product: [C:11]([CH:10]([NH:16][CH:17]1[CH2:23][CH2:22][C:21]2[CH:24]=[CH:25][CH:26]=[CH:27][C:20]=2[N:19]([CH2:28][C:29]([O:31][C:32]([CH3:34])([CH3:33])[CH3:35])=[O:30])[C:18]1=[O:36])[CH2:9][CH2:1][C:2]1[CH:3]=[CH:4][CH:5]=[CH:6][CH:7]=1)([OH:13])=[O:12]. The catalyst class is: 787.